From a dataset of CYP2D6 inhibition data for predicting drug metabolism from PubChem BioAssay. Regression/Classification. Given a drug SMILES string, predict its absorption, distribution, metabolism, or excretion properties. Task type varies by dataset: regression for continuous measurements (e.g., permeability, clearance, half-life) or binary classification for categorical outcomes (e.g., BBB penetration, CYP inhibition). Dataset: cyp2d6_veith. (1) The drug is CCOC(=O)Cn1nc(C)n(-c2ccc(C)cc2)c1=O. The result is 0 (non-inhibitor). (2) The drug is COc1ccc(C2N=C(N)N=C(N)N2c2ccccc2OC)cc1OC.Cl. The result is 1 (inhibitor). (3) The result is 0 (non-inhibitor). The molecule is COc1ccccc1OC(C)C(=O)O. (4) The drug is Cc1ccc(C(CC(=O)c2ccco2)SCCO)cc1. The result is 0 (non-inhibitor).